From a dataset of Drug-target binding data from BindingDB using Ki measurements. Regression. Given a target protein amino acid sequence and a drug SMILES string, predict the binding affinity score between them. We predict pKi (pKi = -log10(Ki in M); higher means stronger inhibition). Dataset: bindingdb_ki. (1) The target protein sequence is MDSPIQIFRGEPGPTCAPSACLPPNSSAWFPGWAEPDSNGSAGSEDAQLEPAHISPAIPVIITAVYSVVFVVGLVGNSLVMFVIIRYTKMKTATNIYIFNLALADALVTTTMPFASTVYLMNSWPFGDVLCKIVISIDYYNMFTSIFTLTMMSVDRYIAVCHPVKALDFRTPLKAKIINICIWLLSSSVGISAIVLGGTKVREDVDVIECSLQFPDDDYSWWDLFMKICVFIFAFVIPVLIIIVCYTLMILRLKSVRLLSGSREKDRNLRRITRLVLVVVAVFVVCWTPIHIFILVEALGSTSHSTAALSSYYFCIALGYTNSSLNPILYAFLDENFKRCFRDFCFPLKMRMERQSTSRVRNTVQDPAYLRDIDGMNKPV. The pKi is 6.2. The drug is O=C(Nc1ccc(Cl)c(C(F)(F)F)c1)[C@H]1CC=C[C@H]2CCN(Cc3ccccc3)C(=O)[C@@H]12. (2) The small molecule is O=C(O)C(=CCCCCOP(=O)(O)O)CP(=O)(O)O. The target protein (P0AB91) has sequence MNYQNDDLRIKEIKELLPPVALLEKFPATENAANTVAHARKAIHKILKGNDDRLLVVIGPCSIHDPVAAKEYATRLLALREELKDELEIVMRVYFEKPRTTVGWKGLINDPHMDNSFQINDGLRIARKLLLDINDSGLPAAGEFLDMITPQYLADLMSWGAIGARTTESQVHRELASGLSCPVGFKNGTDGTIKVAIDAINAAGAPHCFLSVTKWGHSAIVNTSGNGDCHIILRGGKEPNYSAKHVAEVKEGLNKAGLPAQVMIDFSHANSSKQFKKQMDVCADVCQQIAGGEKAIIGVMVESHLVEGNQSLESGEPLAYGKSITDACIGWEDTDALLRQLANAVKARRG. The pKi is 5.3. (3) The pKi is 4.9. The small molecule is CC[C@H](C)[C@H](NC(=O)[C@H](C)NC(=O)CNC(=O)[C@H](CCCCN)NC(=O)[C@H](CC(N)=O)NC(=O)[C@H](CO)NC(=O)CNC(=O)[C@@H](NC(=O)[C@H](CC(=O)O)NC(=O)[C@H](CCC(=O)O)NC(=O)[C@H](C)NC(=O)[C@H](Cc1ccccc1)NC(=O)[C@H](Cc1ccccc1)NC(=O)[C@@H](NC(=O)[C@H](CC(C)C)NC(=O)[C@H](CCCCN)NC(=O)[C@H](CCC(N)=O)NC(=O)[C@H](Cc1cnc[nH]1)NC(=O)[C@H](Cc1cnc[nH]1)NC(=O)[C@@H](NC(=O)[C@H](CCC(=O)O)NC(=O)[C@H](Cc1ccc(O)cc1)NC(=O)CNC(=O)[C@H](CO)NC(=O)[C@H](CC(=O)O)NC(=O)[C@H](Cc1cnc[nH]1)NC(=O)[C@H](CCCNC(=N)N)NC(=O)[C@H](Cc1ccccc1)NC(=O)[C@H](CCC(=O)O)NC(=O)[C@H](C)NC(=O)[C@@H](N)CC(=O)O)C(C)C)C(C)C)C(C)C)C(=O)N[C@H](C(=O)NCC(=O)N[C@@H](CC(C)C)C(=O)N[C@@H](CCSC)C(=O)N[C@H](C(=O)NCC(=O)NCC(=O)N[C@H](C(=O)N[C@H](C(=O)O)C(C)C)C(C)C)C(C)C)[C@@H](C)CC. The target protein (P00442) has sequence MATKAVCVLKGDGPVQGTIHFEAKGDTVVVTGSITGLTEGDHGFHVHQFGDNTQGCTSAGPHFNPLSKKHGGPKDEERHVGDLGNVTADKNGVAIVDIVDPLISLSGEYSIIGRTMVVHEKPDDLGRGGNEESTKTGNAGSRLACGVIGIAK. (4) The compound is CNCCCC1(c2ccccc2)SC(C)(C)c2ccccc21. The target is MLLARMKPQVQPELGGADQ. The pKi is 9.1. (5) The small molecule is CCOC(=O)c1cnc2c(OC)cccc2c1Nc1ccccc1C. The pKi is 6.5. The target protein (P19156) has sequence MGKAENYELYQVELGPGPSGDMAAKMSKKKAGRGGGKRKEKLENMKKEMEINDHQLSVAELEQKYQTSATKGLSASLAAELLLRDGPNALRPPRGTPEYVKFARQLAGGLQCLMWVAAAICLIAFAIQASEGDLTTDDNLYLALALIAVVVVTGCFGYYQEFKSTNIIASFKNLVPQQATVIRDGDKFQINADQLVVGDLVEMKGGDRVPADIRILQAQGRKVDNSSLTGESEPQTRSPECTHESPLETRNIAFFSTMCLEGTAQGLVVNTGDRTIIGRIASLASGVENEKTPIAIEIEHFVDIIAGLAILFGATFFIVAMCIGYTFLRAMVFFMAIVVAYVPEGLLATVTVCLSLTAKRLASKNCVVKNLEAVETLGSTSVICSDKTGTLTQNRMTVSHLWFDNHIHSADTTEDQSGQTFDQSSETWRALCRVLTLCNRAAFKSGQDAVPVPKRIVIGDASETALLKFSELTLGNAMGYRERFPKVCEIPFNSTNKFQL.... (6) The small molecule is Brc1ccc([C@H]2CC3CCC2N3)cn1. The target protein sequence is MPWCAEYLLWLFLCLDILHGACGISEPSYIAKSEDRLFKYLFQQQDYQRWVRPVEHLNDTVKVKFGLAITQLVDVDEKNQLMTTNVWLKQEWVDVKLRWDPNEFAGITSIRVPSDSIWIPDIVLYDNADGRFEGSVTKAVVRYDGTINWTPPANYKSSCTIDVTFFPFDLQNCSMKFGSWTYDGSQVDIILEDYHVDKRDFFDNGEWEIVNATGNKGNRTDGCCFYPYITYSFIIKRLPLFYTLFLIIPCIGLSFLTILVFYLPSNEGEKISLCTSVLVSLTVFLLVIEEIIPSSSKVIPLIGEYLVFTMIFVTLSIVLTVFAINIHNRSSATHNAMAPWVRKIFLHKLPKLLCMRSHVDRYFTRKDETGKVRGPESSRNTLEAALDSIRYITRHVMKEHEVQEVVEDWKFVAQVLDRMFLWTFLLVSVIGSLFLFIPVIHKWANIIVPVHIGNMYGDKNT. The pKi is 9.5.